This data is from CYP1A2 inhibition data for predicting drug metabolism from PubChem BioAssay. The task is: Regression/Classification. Given a drug SMILES string, predict its absorption, distribution, metabolism, or excretion properties. Task type varies by dataset: regression for continuous measurements (e.g., permeability, clearance, half-life) or binary classification for categorical outcomes (e.g., BBB penetration, CYP inhibition). Dataset: cyp1a2_veith. The drug is COC(=O)[C@@]1(Cc2ccccc2)[C@H]2c3cc(C(=O)N(C)C)n(CCO)c3C[C@H]2CN1C(=O)c1ccccc1. The result is 0 (non-inhibitor).